This data is from Full USPTO retrosynthesis dataset with 1.9M reactions from patents (1976-2016). The task is: Predict the reactants needed to synthesize the given product. (1) Given the product [CH:1]1([N:11]2[CH2:12][CH2:13][CH2:14][N:8]([C:15]([O:17][C:18]([CH3:21])([CH3:20])[CH3:19])=[O:16])[CH2:9][CH2:10]2)[CH2:6][CH2:5][CH2:4][CH2:3][CH2:2]1, predict the reactants needed to synthesize it. The reactants are: [C:1]1(=O)[CH2:6][CH2:5][CH2:4][CH2:3][CH2:2]1.[N:8]1([C:15]([O:17][C:18]([CH3:21])([CH3:20])[CH3:19])=[O:16])[CH2:14][CH2:13][CH2:12][NH:11][CH2:10][CH2:9]1.CO.C([BH3-])#N.[Na+]. (2) Given the product [CH:30]1[C:31]2[C:26](=[CH:25][C:24]([NH:23][C:11](=[O:13])[CH:10]([C:14]3[CH:18]=[CH:17][S:16][CH:15]=3)[CH2:9][NH:8][C:6](=[O:7])[O:5][C:1]([CH3:2])([CH3:3])[CH3:4])=[CH:33][CH:32]=2)[CH:27]=[CH:28][N:29]=1, predict the reactants needed to synthesize it. The reactants are: [C:1]([O:5][C:6]([NH:8][CH2:9][CH:10]([C:14]1[CH:18]=[CH:17][S:16][CH:15]=1)[C:11]([OH:13])=O)=[O:7])([CH3:4])([CH3:3])[CH3:2].C(Cl)CCl.[NH2:23][C:24]1[CH:25]=[C:26]2[C:31](=[CH:32][CH:33]=1)[CH:30]=[N:29][CH:28]=[CH:27]2. (3) Given the product [Cl:1][C:2]1[N:10]=[C:9]2[C:5]([N:6]=[CH:7][N:8]2[CH:11]2[CH2:15][CH2:14][CH2:13][CH2:12]2)=[C:4]([NH:22][CH2:21][C:20]2[CH:23]=[CH:24][CH:25]=[CH:26][C:19]=2[O:18][CH3:17])[N:3]=1, predict the reactants needed to synthesize it. The reactants are: [Cl:1][C:2]1[N:10]=[C:9]2[C:5]([N:6]=[CH:7][N:8]2[CH:11]2[CH2:15][CH2:14][CH2:13][CH2:12]2)=[C:4](Cl)[N:3]=1.[CH3:17][O:18][C:19]1[CH:26]=[CH:25][CH:24]=[CH:23][C:20]=1[CH2:21][NH2:22]. (4) Given the product [F:1][C:2]1[CH:7]=[C:6]([F:8])[CH:5]=[CH:4][C:3]=1[C:9]1[CH:14]=[CH:13][CH:12]=[C:11]([N:15]2[CH2:16][CH2:17][N:18]([C:28]([NH:27][C:21]3[CH:26]=[CH:25][CH:24]=[CH:23][CH:22]=3)=[O:29])[CH2:19][CH2:20]2)[CH:10]=1, predict the reactants needed to synthesize it. The reactants are: [F:1][C:2]1[CH:7]=[C:6]([F:8])[CH:5]=[CH:4][C:3]=1[C:9]1[CH:14]=[CH:13][CH:12]=[C:11]([N:15]2[CH2:20][CH2:19][NH:18][CH2:17][CH2:16]2)[CH:10]=1.[C:21]1([N:27]=[C:28]=[O:29])[CH:26]=[CH:25][CH:24]=[CH:23][CH:22]=1. (5) Given the product [O:31]1[CH2:32][CH2:33][N:28]([C:23]2[CH:22]=[C:21]([C:13]3[C:12]4[O:11][C:10]5[C:19](=[CH:20][C:7]([NH:6][CH2:41][CH2:40][C:36]6[CH:35]=[N:34][CH:39]=[CH:38][CH:37]=6)=[CH:8][CH:9]=5)[CH2:18][C:17]=4[CH:16]=[CH:15][CH:14]=3)[NH:26][C:25](=[O:27])[CH:24]=2)[CH2:29][CH2:30]1, predict the reactants needed to synthesize it. The reactants are: C([O-])=O.[NH4+].Cl.[NH2:6][C:7]1[CH:20]=[C:19]2[C:10]([O:11][C:12]3[C:13]([C:21]4[NH:26][C:25](=[O:27])[CH:24]=[C:23]([N:28]5[CH2:33][CH2:32][O:31][CH2:30][CH2:29]5)[CH:22]=4)=[CH:14][CH:15]=[CH:16][C:17]=3[CH2:18]2)=[CH:9][CH:8]=1.[N:34]1[CH:39]=[CH:38][CH:37]=[C:36]([CH2:40][C:41]#N)[CH:35]=1. (6) Given the product [CH3:1][C:2]1([C:9]#[N:10])[CH2:7][CH2:6][CH2:5][C:4](=[O:8])[CH2:3]1, predict the reactants needed to synthesize it. The reactants are: [CH3:1][C:2]1[CH2:7][CH2:6][CH2:5][C:4](=[O:8])[CH:3]=1.[C-:9]#[N:10].[K+].[NH4+].[Cl-]. (7) Given the product [Na+:36].[Na+:36].[P:1]([O-:32])([O-:33])([O:3][CH2:4][C@@H:5]1[O:9][C:8](=[O:10])[N:7]([C:11]2[CH:16]=[CH:15][C:14]([C:17]3[CH:18]=[C:19]4[C:23](=[CH:24][CH:25]=3)[CH2:22][N:21]([C:26]3[NH:30][N:29]=[N:28][CH:27]=3)[CH2:20]4)=[C:13]([F:31])[CH:12]=2)[CH2:6]1)=[O:2], predict the reactants needed to synthesize it. The reactants are: [P:1]([OH:33])([OH:32])([O:3][CH2:4][C@@H:5]1[O:9][C:8](=[O:10])[N:7]([C:11]2[CH:16]=[CH:15][C:14]([C:17]3[CH:18]=[C:19]4[C:23](=[CH:24][CH:25]=3)[CH2:22][N:21]([C:26]3[NH:30][N:29]=[N:28][CH:27]=3)[CH2:20]4)=[C:13]([F:31])[CH:12]=2)[CH2:6]1)=[O:2].C[O-].[Na+:36]. (8) Given the product [OH:38][C@@H:36]1[CH2:37][C@H:34]([NH:33][C:21]([C:20]2[C:14]3[C:15](=[N:16][CH:17]=[C:12]([C:6]4[C:5]5[C:9](=[CH:10][C:2]([F:1])=[CH:3][CH:4]=5)[N:8]([CH3:11])[N:7]=4)[N:13]=3)[N:18]([CH2:24][O:25][CH2:26][CH2:27][Si:28]([CH3:29])([CH3:30])[CH3:31])[CH:19]=2)=[O:22])[CH2:35]1.[OH:38][C@H:36]1[CH2:37][C@H:34]([NH:33][C:21]([C:20]2[C:14]3[C:15](=[N:16][CH:17]=[C:12]([C:6]4[C:5]5[C:9](=[CH:10][C:2]([F:1])=[CH:3][CH:4]=5)[N:8]([CH3:11])[N:7]=4)[N:13]=3)[N:18]([CH2:24][O:25][CH2:26][CH2:27][Si:28]([CH3:29])([CH3:30])[CH3:31])[CH:19]=2)=[O:22])[CH2:35]1, predict the reactants needed to synthesize it. The reactants are: [F:1][C:2]1[CH:10]=[C:9]2[C:5]([C:6]([C:12]3[N:13]=[C:14]4[C:20]([C:21](O)=[O:22])=[CH:19][N:18]([CH2:24][O:25][CH2:26][CH2:27][Si:28]([CH3:31])([CH3:30])[CH3:29])[C:15]4=[N:16][CH:17]=3)=[N:7][N:8]2[CH3:11])=[CH:4][CH:3]=1.Cl.[NH2:33][CH:34]1[CH2:37][CH:36]([OH:38])[CH2:35]1.C(N(CC)C(C)C)(C)C.CN(C(ON1N=NC2C=CC=NC1=2)=[N+](C)C)C.F[P-](F)(F)(F)(F)F.